This data is from Full USPTO retrosynthesis dataset with 1.9M reactions from patents (1976-2016). The task is: Predict the reactants needed to synthesize the given product. (1) The reactants are: C(O)(C(F)(F)F)=O.[N+:8]([C:11]1[CH:12]=[N:13][CH:14]=[CH:15][C:16]=1[C:17]1[CH2:18][CH2:19][N:20](C(OC(C)(C)C)=O)[CH2:21][CH:22]=1)([O-:10])=[O:9]. Given the product [N+:8]([C:11]1[CH:12]=[N:13][CH:14]=[CH:15][C:16]=1[C:17]1[CH2:18][CH2:19][NH:20][CH2:21][CH:22]=1)([O-:10])=[O:9], predict the reactants needed to synthesize it. (2) Given the product [CH3:7][C:16]1[C:25]2[CH2:24][CH2:23][CH2:22][CH2:21][C:20]=2[CH:19]=[C:18]([C:26]([O:28][CH2:29][CH3:30])=[O:27])[CH:17]=1, predict the reactants needed to synthesize it. The reactants are: C[B-](F)(F)F.[K+].[CH2:7](Cl)Cl.FC(F)(F)S(O[C:16]1[C:25]2[CH2:24][CH2:23][CH2:22][CH2:21][C:20]=2[CH:19]=[C:18]([C:26]([O:28][CH2:29][CH3:30])=[O:27])[CH:17]=1)(=O)=O.O. (3) Given the product [C:1]([O:5][C:6]([N:8]([CH3:56])[C@@H:9]([CH3:55])[C:10]([NH:12][C@@H:13]([C:51]([CH3:54])([CH3:53])[CH3:52])[C:14]([N:16]1[C@H:25]([C:26](=[O:38])[NH:27][C@H:28]2[C:37]3[C:32](=[CH:33][CH:34]=[CH:35][CH:36]=3)[CH2:31][CH2:30][CH2:29]2)[CH2:24][C:23]2[C:18](=[CH:19][C:20]([O:39][CH2:40][C:41]3[CH:42]=[CH:43][C:44]([C:45]([OH:47])=[O:46])=[CH:49][CH:50]=3)=[CH:21][CH:22]=2)[CH2:17]1)=[O:15])=[O:11])=[O:7])([CH3:4])([CH3:3])[CH3:2], predict the reactants needed to synthesize it. The reactants are: [C:1]([O:5][C:6]([N:8]([CH3:56])[C@@H:9]([CH3:55])[C:10]([NH:12][C@@H:13]([C:51]([CH3:54])([CH3:53])[CH3:52])[C:14]([N:16]1[C@H:25]([C:26](=[O:38])[NH:27][C@H:28]2[C:37]3[C:32](=[CH:33][CH:34]=[CH:35][CH:36]=3)[CH2:31][CH2:30][CH2:29]2)[CH2:24][C:23]2[C:18](=[CH:19][C:20]([O:39][CH2:40][C:41]3[CH:50]=[CH:49][C:44]([C:45]([O:47]C)=[O:46])=[CH:43][CH:42]=3)=[CH:21][CH:22]=2)[CH2:17]1)=[O:15])=[O:11])=[O:7])([CH3:4])([CH3:3])[CH3:2].[OH-].[Na+].Cl. (4) Given the product [O:35]=[S:29]1(=[O:34])[C:28]2[CH:36]=[CH:37][C:25]([O:1][C:2]3[CH:3]=[C:4]([CH:15]=[C:16]([O:18][C@@H:19]([CH3:23])[CH2:20][O:21][CH3:22])[CH:17]=3)[C:5]([NH:7][C:8]3[CH:13]=[N:12][C:11]([CH3:14])=[CH:10][N:9]=3)=[O:6])=[CH:26][C:27]=2[O:33][CH2:32][CH2:31][CH2:30]1, predict the reactants needed to synthesize it. The reactants are: [OH:1][C:2]1[CH:3]=[C:4]([CH:15]=[C:16]([O:18][C@@H:19]([CH3:23])[CH2:20][O:21][CH3:22])[CH:17]=1)[C:5]([NH:7][C:8]1[CH:13]=[N:12][C:11]([CH3:14])=[CH:10][N:9]=1)=[O:6].F[C:25]1[CH:37]=[CH:36][C:28]2[S:29](=[O:35])(=[O:34])[CH2:30][CH2:31][CH2:32][O:33][C:27]=2[CH:26]=1.C(=O)([O-])[O-].[K+].[K+].C(OCC)(=O)C. (5) Given the product [C:1]([O:4][C@@H:5]1[C@@H:13]([C@@:14]2([CH3:27])[CH2:19][CH2:18][C@H:17]([O:20][C:21](=[O:23])[CH3:22])[CH2:16][C@@H:15]2[CH2:24][CH2:25][O:26][S:30]([C:33]2[CH:39]=[CH:38][C:36]([CH3:37])=[CH:35][CH:34]=2)(=[O:32])=[O:31])[CH2:12][CH2:11][C@@:10]2([CH3:28])[C@H:6]1[CH2:7][CH2:8][C:9]2=[CH2:29])(=[O:3])[CH3:2], predict the reactants needed to synthesize it. The reactants are: [C:1]([O:4][C@@H:5]1[C@@H:13]([C@@:14]2([CH3:27])[CH2:19][CH2:18][C@H:17]([O:20][C:21](=[O:23])[CH3:22])[CH2:16][C@@H:15]2[CH2:24][CH2:25][OH:26])[CH2:12][CH2:11][C@@:10]2([CH3:28])[C@H:6]1[CH2:7][CH2:8][C:9]2=[CH2:29])(=[O:3])[CH3:2].[S:30](Cl)([C:33]1[CH:39]=[CH:38][C:36]([CH3:37])=[CH:35][CH:34]=1)(=[O:32])=[O:31]. (6) Given the product [Br:11][C:12]1[CH:18]=[C:17]([C:19]([F:22])([F:21])[F:20])[C:15]([NH:16][C:8](=[O:9])[CH2:7][CH2:6][CH:1]2[CH2:5][CH2:4][CH2:3][CH2:2]2)=[C:14]([Cl:23])[CH:13]=1, predict the reactants needed to synthesize it. The reactants are: [CH:1]1([CH2:6][CH2:7][C:8](Cl)=[O:9])[CH2:5][CH2:4][CH2:3][CH2:2]1.[Br:11][C:12]1[CH:18]=[C:17]([C:19]([F:22])([F:21])[F:20])[C:15]([NH2:16])=[C:14]([Cl:23])[CH:13]=1.O. (7) The reactants are: [C:1]1([CH3:11])[CH:6]=[CH:5][C:4]([S:7](Cl)(=[O:9])=[O:8])=[CH:3][CH:2]=1.[N-:12]=[N+:13]=[N-:14].[Na+]. Given the product [C:1]1([CH3:11])[CH:6]=[CH:5][C:4]([S:7]([N:12]=[N+:13]=[N-:14])(=[O:9])=[O:8])=[CH:3][CH:2]=1, predict the reactants needed to synthesize it.